Dataset: NCI-60 drug combinations with 297,098 pairs across 59 cell lines. Task: Regression. Given two drug SMILES strings and cell line genomic features, predict the synergy score measuring deviation from expected non-interaction effect. (1) Drug 1: CC12CCC(CC1=CCC3C2CCC4(C3CC=C4C5=CN=CC=C5)C)O. Drug 2: C1C(C(OC1N2C=NC3=C2NC=NCC3O)CO)O. Cell line: MALME-3M. Synergy scores: CSS=8.66, Synergy_ZIP=4.87, Synergy_Bliss=5.65, Synergy_Loewe=3.40, Synergy_HSA=4.65. (2) Drug 1: C1=C(C(=O)NC(=O)N1)F. Drug 2: C1CCC(C(C1)N)N.C(=O)(C(=O)[O-])[O-].[Pt+4]. Cell line: SNB-19. Synergy scores: CSS=35.3, Synergy_ZIP=-0.982, Synergy_Bliss=-0.743, Synergy_Loewe=0.972, Synergy_HSA=3.21. (3) Drug 1: CC1=C(C=C(C=C1)NC2=NC=CC(=N2)N(C)C3=CC4=NN(C(=C4C=C3)C)C)S(=O)(=O)N.Cl. Drug 2: C1C(C(OC1N2C=NC3=C2NC=NCC3O)CO)O. Cell line: SF-268. Synergy scores: CSS=2.11, Synergy_ZIP=1.72, Synergy_Bliss=3.40, Synergy_Loewe=0.986, Synergy_HSA=0.222. (4) Drug 1: C1CCC(CC1)NC(=O)N(CCCl)N=O. Drug 2: C1=C(C(=O)NC(=O)N1)N(CCCl)CCCl. Cell line: NCI-H322M. Synergy scores: CSS=-8.34, Synergy_ZIP=-0.697, Synergy_Bliss=-7.73, Synergy_Loewe=-9.83, Synergy_HSA=-9.64. (5) Drug 1: CC1C(C(CC(O1)OC2CC(CC3=C2C(=C4C(=C3O)C(=O)C5=C(C4=O)C(=CC=C5)OC)O)(C(=O)CO)O)N)O.Cl. Drug 2: COC1=C(C=C2C(=C1)N=CN=C2NC3=CC(=C(C=C3)F)Cl)OCCCN4CCOCC4. Cell line: SR. Synergy scores: CSS=35.0, Synergy_ZIP=9.56, Synergy_Bliss=11.1, Synergy_Loewe=-12.4, Synergy_HSA=9.28.